Dataset: Catalyst prediction with 721,799 reactions and 888 catalyst types from USPTO. Task: Predict which catalyst facilitates the given reaction. Reactant: [Br:1][C:2]1[CH:3]=[CH:4][C:5]([F:10])=[C:6]([CH2:8][OH:9])[CH:7]=1.[Cr](O[Cr]([O-])(=O)=O)([O-])(=O)=O.[NH+]1C=CC=C[CH:21]=1.[NH+]1C=CC=CC=1. Product: [Br:1][C:2]1[CH:3]=[CH:4][C:5]([F:10])=[C:6]([C:8](=[O:9])[CH3:21])[CH:7]=1. The catalyst class is: 2.